This data is from Reaction yield outcomes from USPTO patents with 853,638 reactions. The task is: Predict the reaction yield, written as a fraction of the theoretical maximum amount of product (1.0 means a 100% yield; for example, 0.34 means a 34% yield). (1) The reactants are Br[C:2]([CH3:9])([CH3:8])[C:3]([O:5][CH2:6][CH3:7])=[O:4].[C:10]([O-:13])(=[S:12])[CH3:11].[K+]. The catalyst is CN(C=O)C. The product is [CH2:6]([O:5][C:3](=[O:4])[C:2]([S:12][C:10](=[O:13])[CH3:11])([CH3:9])[CH3:8])[CH3:7]. The yield is 0.730. (2) The reactants are [N+:1]([C:4]1[CH:9]=[CH:8][C:7]([C:10]2[CH:15]=[CH:14][C:13]([O:16][C@@H:17]3[CH:22]4[CH2:23][CH2:24][N:19]([CH2:20][CH2:21]4)[CH2:18]3)=[CH:12][CH:11]=2)=[CH:6][CH:5]=1)([O-])=O. The catalyst is C(O)C.[Pd]. The product is [N:19]12[CH2:20][CH2:21][CH:22]([CH2:23][CH2:24]1)[C@@H:17]([O:16][C:13]1[CH:12]=[CH:11][C:10]([C:7]3[CH:8]=[CH:9][C:4]([NH2:1])=[CH:5][CH:6]=3)=[CH:15][CH:14]=1)[CH2:18]2. The yield is 0.990. (3) The reactants are [CH3:1][C:2]1[CH:7]=[CH:6][C:5]([S:8]([N:11]([C@H:16]([C:41]([OH:43])=O)[CH2:17][CH2:18][CH2:19][CH2:20][NH:21][C:22]([C@@H:24]([NH:32][S:33]([C:36]2[S:40][CH:39]=[CH:38][CH:37]=2)(=[O:35])=[O:34])[CH2:25][C:26]2[CH:31]=[CH:30][CH:29]=[CH:28][CH:27]=2)=[O:23])[CH2:12][CH:13]([CH3:15])[CH3:14])(=[O:10])=[O:9])=[CH:4][CH:3]=1.C1C([N+:50]([O-])=O)=CC=C(O)C=1.C1CCC(N=C=NC2CCCCC2)CC1.N. The catalyst is CCOC(C)=O.C(O)C. The product is [CH3:1][C:2]1[CH:7]=[CH:6][C:5]([S:8]([N:11]([C@H:16]([C:41]([NH2:50])=[O:43])[CH2:17][CH2:18][CH2:19][CH2:20][NH:21][C:22]([C@@H:24]([NH:32][S:33]([C:36]2[S:40][CH:39]=[CH:38][CH:37]=2)(=[O:34])=[O:35])[CH2:25][C:26]2[CH:27]=[CH:28][CH:29]=[CH:30][CH:31]=2)=[O:23])[CH2:12][CH:13]([CH3:15])[CH3:14])(=[O:10])=[O:9])=[CH:4][CH:3]=1. The yield is 0.110.